Task: Predict the product of the given reaction.. Dataset: Forward reaction prediction with 1.9M reactions from USPTO patents (1976-2016) (1) Given the reactants [CH2:1]([O:3][C:4]1[CH:9]=[CH:8][C:7]([CH3:10])=[C:6]([N+:11]([O-:13])=[O:12])[CH:5]=1)[CH3:2].[Br:14]N1C(=O)CCC1=O, predict the reaction product. The product is: [Br:14][CH2:10][C:7]1[CH:8]=[CH:9][C:4]([O:3][CH2:1][CH3:2])=[CH:5][C:6]=1[N+:11]([O-:13])=[O:12]. (2) Given the reactants C[O:2][C:3](=[O:22])[CH:4]([C:11]1[CH:16]=[CH:15][C:14]([C:17]([F:20])([F:19])[F:18])=[C:13]([F:21])[CH:12]=1)[CH2:5][CH:6]1[CH2:10][CH2:9][CH2:8][CH2:7]1.[OH-].[Li+], predict the reaction product. The product is: [CH:6]1([CH2:5][CH:4]([C:11]2[CH:16]=[CH:15][C:14]([C:17]([F:18])([F:19])[F:20])=[C:13]([F:21])[CH:12]=2)[C:3]([OH:22])=[O:2])[CH2:10][CH2:9][CH2:8][CH2:7]1. (3) Given the reactants C([O-])([O-])=O.[K+].[K+].F[C:8]1[CH:13]=[C:12]([O:14][CH3:15])[CH:11]=[CH:10][C:9]=1[N+:16]([O-:18])=[O:17].[CH3:19][O:20][C:21]([C@H:23]1[CH2:28][CH2:27][C@H:26]([CH2:29][NH2:30])[CH2:25][CH2:24]1)=[O:22], predict the reaction product. The product is: [CH3:19][O:20][C:21]([C@H:23]1[CH2:28][CH2:27][C@H:26]([CH2:29][NH:30][C:8]2[CH:13]=[C:12]([O:14][CH3:15])[CH:11]=[CH:10][C:9]=2[N+:16]([O-:18])=[O:17])[CH2:25][CH2:24]1)=[O:22]. (4) Given the reactants C(OC([N:11]1[CH2:15][CH:14]([O:16][CH3:17])[CH2:13][N:12]1[C:18](=[O:27])[CH2:19][C:20]1[CH:25]=[CH:24][C:23]([F:26])=[CH:22][CH:21]=1)=O)C1C=CC=CC=1, predict the reaction product. The product is: [F:26][C:23]1[CH:24]=[CH:25][C:20]([CH2:19][C:18]([N:12]2[CH2:13][CH:14]([O:16][CH3:17])[CH2:15][NH:11]2)=[O:27])=[CH:21][CH:22]=1. (5) Given the reactants [F:1][C:2]1[CH:7]=[C:6]([O:8][CH3:9])[CH:5]=[CH:4][C:3]=1[C:10]1[CH:15]=[CH:14][C:13]([C:16]([O:18][CH3:19])=[O:17])=[C:12]([CH3:20])[CH:11]=1.[I-:21], predict the reaction product. The product is: [F:1][C:2]1[CH:7]=[C:6]([O:8][CH3:9])[C:5]([I:21])=[CH:4][C:3]=1[C:10]1[CH:15]=[CH:14][C:13]([C:16]([O:18][CH3:19])=[O:17])=[C:12]([CH3:20])[CH:11]=1. (6) Given the reactants [Cl:1][C:2]1[C:7]([CH2:8][CH2:9][OH:10])=[C:6]([Cl:11])[N:5]=[CH:4][N:3]=1.[CH3:12][S:13](Cl)(=[O:15])=[O:14].C(N(CC)CC)C, predict the reaction product. The product is: [Cl:11][C:6]1[C:7]([CH2:8][CH2:9][O:10][S:13]([CH3:12])(=[O:15])=[O:14])=[C:2]([Cl:1])[N:3]=[CH:4][N:5]=1. (7) Given the reactants [C:1]([C:3]1[C:4]([N:26]2[CH2:35][CH2:34][C:29]3([CH2:33][NH:32][CH2:31][CH2:30]3)[CH2:28][CH2:27]2)=[CH:5][C:6]([NH:9][C:10]([N:12]2[C:21]3[C:16](=[CH:17][C:18]([CH2:24][OH:25])=[C:19]([CH:22]=[O:23])[N:20]=3)[CH2:15][CH2:14][CH2:13]2)=[O:11])=[N:7][CH:8]=1)#[N:2].C=O.[CH3:38]C(O)=O.C(O[BH-](OC(=O)C)OC(=O)C)(=O)C.[Na+].C([O-])(O)=O.[Na+], predict the reaction product. The product is: [C:1]([C:3]1[C:4]([N:26]2[CH2:27][CH2:28][C:29]3([CH2:33][N:32]([CH3:38])[CH2:31][CH2:30]3)[CH2:34][CH2:35]2)=[CH:5][C:6]([NH:9][C:10]([N:12]2[C:21]3[C:16](=[CH:17][C:18]([CH2:24][OH:25])=[C:19]([CH:22]=[O:23])[N:20]=3)[CH2:15][CH2:14][CH2:13]2)=[O:11])=[N:7][CH:8]=1)#[N:2]. (8) Given the reactants [CH3:1][C:2]([O:4][C:5]([CH3:7])=[O:6])=O.[CH2:8]1[C:16]2[C:11](=[CH:12][CH:13]=[CH:14][CH:15]=2)[CH2:10][CH:9]1CCO.N1C=CC=CC=1.O, predict the reaction product. The product is: [C:5]([O:4][CH2:2][CH2:1][CH:9]1[CH2:8][C:16]2[C:11](=[CH:12][CH:13]=[CH:14][CH:15]=2)[CH2:10]1)(=[O:6])[CH3:7]. (9) Given the reactants [C:1]1(P(C2C=CC=CC=2)C2C=CC=CC=2)[CH:6]=CC=C[CH:2]=1.[Cl:20][C:21]1[CH:22]=[C:23]([CH:26]=[CH:27][C:28]=1[OH:29])[C:24]#[N:25].N(C(OC(C)(C)C)=O)=NC(OC(C)(C)C)=O.C(O)(C)C, predict the reaction product. The product is: [Cl:20][C:21]1[CH:22]=[C:23]([CH:26]=[CH:27][C:28]=1[O:29][CH:1]([CH3:6])[CH3:2])[C:24]#[N:25]. (10) Given the reactants Cl.[N:2]1([C:8]2[C:12]3[CH:13]=[CH:14][CH:15]=[CH:16][C:11]=3[S:10][N:9]=2)[CH2:7][CH2:6][NH:5][CH2:4][CH2:3]1.[F:17][C:18]1[CH:19]=[CH:20][C:21]([N+:28]([O-:30])=[O:29])=[C:22]([CH2:24][C:25](O)=[O:26])[CH:23]=1.C(N(CC)CC)C.O=C1N(P(Cl)(N2CCOC2=O)=O)CCO1, predict the reaction product. The product is: [S:10]1[C:11]2[CH:16]=[CH:15][CH:14]=[CH:13][C:12]=2[C:8]([N:2]2[CH2:7][CH2:6][N:5]([C:25](=[O:26])[CH2:24][C:22]3[CH:23]=[C:18]([F:17])[CH:19]=[CH:20][C:21]=3[N+:28]([O-:30])=[O:29])[CH2:4][CH2:3]2)=[N:9]1.